The task is: Predict which catalyst facilitates the given reaction.. This data is from Catalyst prediction with 721,799 reactions and 888 catalyst types from USPTO. (1) Reactant: [CH3:1][O:2][C:3](=[O:19])[C:4]1[CH:9]=[C:8]([N+:10]([O-])=O)[C:7]([N+:13]([O-])=O)=[CH:6][C:5]=1[O:16][CH2:17][CH3:18]. Product: [CH3:1][O:2][C:3](=[O:19])[C:4]1[CH:9]=[C:8]([NH2:10])[C:7]([NH2:13])=[CH:6][C:5]=1[O:16][CH2:17][CH3:18]. The catalyst class is: 19. (2) Reactant: C(P(CCCC)CCCC)CCC.[CH3:14][N:15]1[C:19]([CH2:20][OH:21])=[CH:18][C:17]([C:22]([F:25])([F:24])[F:23])=[N:16]1.[CH3:26][O:27][C:28](=[O:41])[CH2:29][C:30]1[C:34]2[C:35]([CH3:40])=[CH:36][C:37](O)=[CH:38][C:33]=2[S:32][CH:31]=1.C1CCN(C(N=NC(N2CCCCC2)=O)=O)CC1. Product: [CH3:26][O:27][C:28](=[O:41])[CH2:29][C:30]1[C:34]2[C:35]([CH3:40])=[CH:36][C:37]([O:21][CH2:20][C:19]3[N:15]([CH3:14])[N:16]=[C:17]([C:22]([F:23])([F:24])[F:25])[CH:18]=3)=[CH:38][C:33]=2[S:32][CH:31]=1. The catalyst class is: 1. (3) Reactant: [C:1]1([NH:7][C:8]2[CH:16]=[CH:15][CH:14]=[CH:13][C:9]=2[C:10]([OH:12])=O)[CH:6]=[CH:5][CH:4]=[CH:3][CH:2]=1.[C:17](OC(=O)C)(=[O:19])[CH3:18]. Product: [C:1]1([N:7]2[C:8]3[C:9](=[CH:13][CH:14]=[CH:15][CH:16]=3)[C:10](=[O:12])[CH2:18][C:17]2=[O:19])[CH:2]=[CH:3][CH:4]=[CH:5][CH:6]=1. The catalyst class is: 15. (4) Reactant: [CH2:1]([N:8]1[CH2:14][C:13]2[N:15]=[CH:16][C:17](Cl)=[N:18][C:12]=2[O:11][CH2:10][CH2:9]1)[C:2]1[CH:7]=[CH:6][CH:5]=[CH:4][CH:3]=1.[CH:20]1(B(O)O)[CH2:22][CH2:21]1.C1(P(C2CC2)C2CC2)CC1.CC(C)([O-])C.[K+]. Product: [CH2:1]([N:8]1[CH2:14][C:13]2[N:15]=[CH:16][C:17]([CH:20]3[CH2:22][CH2:21]3)=[N:18][C:12]=2[O:11][CH2:10][CH2:9]1)[C:2]1[CH:7]=[CH:6][CH:5]=[CH:4][CH:3]=1. The catalyst class is: 493. (5) Reactant: [C:8](O[C:8]([C:10]([F:13])([F:12])[F:11])=[O:9])([C:10]([F:13])([F:12])[F:11])=[O:9].C1(C)C=CC(S([N:23]=[C:24]2[N:29]([CH2:30][C:31]([NH2:33])=O)[N:28]=[C:27]([C:34]([F:37])([F:36])[F:35])[CH:26]=[CH:25]2)(=O)=O)=CC=1. Product: [F:13][C:10]([F:11])([F:12])[C:8]([NH:33][C:31]1[N:23]=[C:24]2[CH:25]=[CH:26][C:27]([C:34]([F:37])([F:36])[F:35])=[N:28][N:29]2[CH:30]=1)=[O:9]. The catalyst class is: 2. (6) Reactant: Br[C:2]1[CH:3]=[C:4]2[C:12](=[CH:13][CH:14]=1)[C:11]1[O:10][N:9]=[C:8]([C:15]3[CH:20]=[CH:19][C:18]([CH2:21][CH2:22][CH3:23])=[CH:17][CH:16]=3)[C:7]=1[CH2:6][CH2:5]2.[Cl-].[Li+].[CH2:26]([Sn](CCCC)(CCCC)C=C)[CH2:27]CC. Product: [CH2:21]([C:18]1[CH:17]=[CH:16][C:15]([C:8]2[C:7]3[CH2:6][CH2:5][C:4]4[C:12]([C:11]=3[O:10][N:9]=2)=[CH:13][CH:14]=[C:2]([CH:26]=[CH2:27])[CH:3]=4)=[CH:20][CH:19]=1)[CH2:22][CH3:23]. The catalyst class is: 755.